This data is from Full USPTO retrosynthesis dataset with 1.9M reactions from patents (1976-2016). The task is: Predict the reactants needed to synthesize the given product. (1) Given the product [Cl:1][C:2]1[C:3]([F:9])=[CH:4][C:5]([O:8][CH2:13][CH2:12][O:11][CH3:10])=[CH:6][N:7]=1, predict the reactants needed to synthesize it. The reactants are: [Cl:1][C:2]1[N:7]=[CH:6][C:5]([OH:8])=[CH:4][C:3]=1[F:9].[CH3:10][O:11][CH2:12][CH2:13]O.C1(P(C2C=CC=CC=2)C2C=CC=CC=2)C=CC=CC=1.CC(OC(/N=N/C(OC(C)C)=O)=O)C. (2) Given the product [CH2:17]([O:19][C:20](=[O:23])[CH2:21][N:22]1[C:33]2[CH2:34][CH2:35][CH2:36][C:37](=[O:38])[C:32]=2[CH:31]=[C:30]1[CH3:40])[CH3:18], predict the reactants needed to synthesize it. The reactants are: [OH-].[K+].C1(=O)CCCC(=O)C1.ClCC(=O)C.Cl.[CH2:17]([O:19][C:20](=[O:23])[CH2:21][NH2:22])[CH3:18].C([O-])(=O)C.[Na+].O=[C:30]([CH3:40])[CH2:31][CH:32]1[C:37](=[O:38])[CH2:36][CH2:35][CH2:34][C:33]1=O.